From a dataset of Reaction yield outcomes from USPTO patents with 853,638 reactions. Predict the reaction yield, written as a fraction of the theoretical maximum amount of product (1.0 means a 100% yield; for example, 0.34 means a 34% yield). (1) The reactants are Cl[C:2]1[N:7]=[C:6]([N:8]2[CH2:13][CH2:12][O:11][CH2:10][CH2:9]2)[C:5]([O:14][CH3:15])=[CH:4][N:3]=1.[N+:16]([C:19]1[CH:24]=[C:23](B2OC(C)(C)C(C)(C)O2)[CH:22]=[CH:21][C:20]=1[NH2:34])([O-:18])=[O:17].C(=O)([O-])[O-].[Na+].[Na+]. The catalyst is C1C=CC([P]([Pd]([P](C2C=CC=CC=2)(C2C=CC=CC=2)C2C=CC=CC=2)([P](C2C=CC=CC=2)(C2C=CC=CC=2)C2C=CC=CC=2)[P](C2C=CC=CC=2)(C2C=CC=CC=2)C2C=CC=CC=2)(C2C=CC=CC=2)C2C=CC=CC=2)=CC=1.O1CCOCC1. The product is [CH3:15][O:14][C:5]1[C:6]([N:8]2[CH2:13][CH2:12][O:11][CH2:10][CH2:9]2)=[N:7][C:2]([C:23]2[CH:22]=[CH:21][C:20]([NH2:34])=[C:19]([N+:16]([O-:18])=[O:17])[CH:24]=2)=[N:3][CH:4]=1. The yield is 0.478. (2) The reactants are [CH3:1][O:2][C:3]1[CH:8]=[CH:7][C:6]([C:9]2[C:17]3[C:12](=[CH:13][CH:14]=[C:15]([C:18]#[N:19])[CH:16]=3)[N:11](C3CCCCO3)[N:10]=2)=[CH:5][CH:4]=1.O1CCOCC1.Cl.O. The catalyst is CCOC(C)=O. The product is [CH3:1][O:2][C:3]1[CH:4]=[CH:5][C:6]([C:9]2[C:17]3[C:12](=[CH:13][CH:14]=[C:15]([C:18]#[N:19])[CH:16]=3)[NH:11][N:10]=2)=[CH:7][CH:8]=1. The yield is 0.710. (3) The reactants are [F:1][C:2]1[CH:7]=[CH:6][C:5]([C@:8]([C:17]2[CH:22]=[C:21]([O:23][C:24]([F:29])([F:28])[CH:25]([F:27])[F:26])[CH:20]=[C:19]([F:30])[CH:18]=2)([NH2:16])[CH2:9][C:10]2[CH:15]=[CH:14][CH:13]=[CH:12][CH:11]=2)=[CH:4][C:3]=1[O:31][CH:32]([CH3:34])[CH3:33].[F:35][C:36]([F:47])([F:46])[C:37]([C:42]([F:45])([F:44])[F:43])=[CH:38][C:39](O)=[O:40]. The catalyst is C(#N)C. The product is [F:35][C:36]([F:46])([F:47])[C:37]([C:42]([F:43])([F:44])[F:45])=[CH:38][C:39]([NH:16][C@:8]([C:5]1[CH:6]=[CH:7][C:2]([F:1])=[C:3]([O:31][CH:32]([CH3:34])[CH3:33])[CH:4]=1)([C:17]1[CH:22]=[C:21]([O:23][C:24]([F:28])([F:29])[CH:25]([F:27])[F:26])[CH:20]=[C:19]([F:30])[CH:18]=1)[CH2:9][C:10]1[CH:11]=[CH:12][CH:13]=[CH:14][CH:15]=1)=[O:40]. The yield is 0.740. (4) The yield is 0.980. The catalyst is CN(C=O)C. The reactants are [C:1]([C:3]1[C@@H:8]([C:9]2[CH:14]=[CH:13][C:12]([C:15]#[N:16])=[CH:11][C:10]=2[S:17]([CH3:20])(=[O:19])=[O:18])[N:7]([CH2:21][C:22]([OH:24])=O)[C:6](=[O:25])[N:5]([C:26]2[CH:31]=[CH:30][CH:29]=[C:28]([C:32]([F:35])([F:34])[F:33])[CH:27]=2)[C:4]=1[CH3:36])#[N:2].CN(C(ON1N=NC2C=CC=NC1=2)=[N+](C)C)C.F[P-](F)(F)(F)(F)F.[OH:61][CH:62]1[CH2:67][CH2:66][NH:65][CH2:64][CH2:63]1.C(N(CC)C(C)C)(C)C. The product is [C:15]([C:12]1[CH:13]=[CH:14][C:9]([C@@H:8]2[C:3]([C:1]#[N:2])=[C:4]([CH3:36])[N:5]([C:26]3[CH:31]=[CH:30][CH:29]=[C:28]([C:32]([F:34])([F:35])[F:33])[CH:27]=3)[C:6](=[O:25])[N:7]2[CH2:21][C:22]([N:65]2[CH2:66][CH2:67][CH:62]([OH:61])[CH2:63][CH2:64]2)=[O:24])=[C:10]([S:17]([CH3:20])(=[O:18])=[O:19])[CH:11]=1)#[N:16]. (5) The reactants are [F:1][C:2]1[CH:10]=[CH:9][C:5]([C:6]([NH2:8])=[O:7])=[CH:4][CH:3]=1.[Cl:11][CH2:12][C:13]([CH2:15]Cl)=O. The catalyst is CCO.C1COCC1. The product is [Cl:11][CH2:12][C:13]1[N:8]=[C:6]([C:5]2[CH:9]=[CH:10][C:2]([F:1])=[CH:3][CH:4]=2)[O:7][CH:15]=1. The yield is 0.320.